From a dataset of NCI-60 drug combinations with 297,098 pairs across 59 cell lines. Regression. Given two drug SMILES strings and cell line genomic features, predict the synergy score measuring deviation from expected non-interaction effect. (1) Drug 1: C1=NC(=NC(=O)N1C2C(C(C(O2)CO)O)O)N. Drug 2: CC1CCCC2(C(O2)CC(NC(=O)CC(C(C(=O)C(C1O)C)(C)C)O)C(=CC3=CSC(=N3)C)C)C. Cell line: M14. Synergy scores: CSS=71.7, Synergy_ZIP=2.07, Synergy_Bliss=3.05, Synergy_Loewe=-11.5, Synergy_HSA=4.99. (2) Drug 1: CN(C)C1=NC(=NC(=N1)N(C)C)N(C)C. Drug 2: CC(C)CN1C=NC2=C1C3=CC=CC=C3N=C2N. Cell line: OVCAR-8. Synergy scores: CSS=-7.44, Synergy_ZIP=2.46, Synergy_Bliss=0.221, Synergy_Loewe=-3.95, Synergy_HSA=-5.22. (3) Drug 1: CC1=C(C=C(C=C1)C(=O)NC2=CC(=CC(=C2)C(F)(F)F)N3C=C(N=C3)C)NC4=NC=CC(=N4)C5=CN=CC=C5. Drug 2: CC(C)(C#N)C1=CC(=CC(=C1)CN2C=NC=N2)C(C)(C)C#N. Cell line: A498. Synergy scores: CSS=9.70, Synergy_ZIP=-0.628, Synergy_Bliss=-6.35, Synergy_Loewe=-0.00602, Synergy_HSA=-1.23. (4) Drug 1: C1=NC2=C(N=C(N=C2N1C3C(C(C(O3)CO)O)F)Cl)N. Drug 2: CCN(CC)CCCC(C)NC1=C2C=C(C=CC2=NC3=C1C=CC(=C3)Cl)OC. Cell line: UACC62. Synergy scores: CSS=2.91, Synergy_ZIP=-1.70, Synergy_Bliss=-1.35, Synergy_Loewe=0.935, Synergy_HSA=-0.883.